This data is from Forward reaction prediction with 1.9M reactions from USPTO patents (1976-2016). The task is: Predict the product of the given reaction. Given the reactants C(=O)C1OC=CC=1.C([O-])(=O)CCC([O-])=O.[O:16]=[CH:17][C@@H:18]([C@H:20]([C@@H:22]([C@@H:24](CO)[OH:25])[OH:23])[OH:21])[OH:19], predict the reaction product. The product is: [O:16]=[CH:17][C@@H:18]([C@H:20]([C@@H:22]([CH2:24][OH:25])[OH:23])[OH:21])[OH:19].